This data is from Reaction yield outcomes from USPTO patents with 853,638 reactions. The task is: Predict the reaction yield, written as a fraction of the theoretical maximum amount of product (1.0 means a 100% yield; for example, 0.34 means a 34% yield). The reactants are S(Cl)(Cl)=O.ClC1C=CC=CC=1OC(C)C(O)=O.ClC1C=CC=CC=1OC(C)C(Cl)=O.[CH3:31][O:32][C:33]1[CH:34]=[C:35]2[C:40](=[CH:41][C:42]=1[O:43][CH3:44])[N:39]=[CH:38][N:37]=[C:36]2[O:45][C:46]1[CH:52]=[CH:51][C:49]([NH2:50])=[CH:48][CH:47]=1.[Cl:53][C:54]1[CH:67]=[CH:66][CH:65]=[CH:64][C:55]=1[O:56][CH:57]([CH3:63])[C:58]([N:60]=[C:61]=[S:62])=[O:59]. The catalyst is C1(C)C=CC=CC=1.C(O)C. The product is [Cl:53][C:54]1[CH:67]=[CH:66][CH:65]=[CH:64][C:55]=1[O:56][CH:57]([CH3:63])[C:58]([NH:60][C:61]([NH:50][C:49]1[CH:51]=[CH:52][C:46]([O:45][C:36]2[C:35]3[C:40](=[CH:41][C:42]([O:43][CH3:44])=[C:33]([O:32][CH3:31])[CH:34]=3)[N:39]=[CH:38][N:37]=2)=[CH:47][CH:48]=1)=[S:62])=[O:59]. The yield is 0.500.